Dataset: Full USPTO retrosynthesis dataset with 1.9M reactions from patents (1976-2016). Task: Predict the reactants needed to synthesize the given product. (1) Given the product [OH:19][N:18]=[C:13]([C:12]1[CH:11]=[CH:10][C:9]([C:3]2([O:2][CH3:1])[CH2:8][CH2:7][O:6][CH2:5][CH2:4]2)=[CH:16][CH:15]=1)[NH2:14], predict the reactants needed to synthesize it. The reactants are: [CH3:1][O:2][C:3]1([C:9]2[CH:16]=[CH:15][C:12]([C:13]#[N:14])=[CH:11][CH:10]=2)[CH2:8][CH2:7][O:6][CH2:5][CH2:4]1.Cl.[NH2:18][OH:19].C(N(CC)CC)C. (2) Given the product [F:46][C:47]([F:52])([F:51])[C:48]([OH:50])=[O:49].[Cl:39][C:36]1[CH:37]=[CH:38][C:33]([C:11]2([C:31]#[N:32])[CH:10]([CH2:41][C:42]([CH3:43])([CH3:44])[CH3:45])[NH:9][CH:8]([C:6]([OH:7])=[O:5])[CH:12]2[C:13]2[CH:18]=[C:17]([Cl:19])[CH:16]=[CH:15][C:14]=2[O:20][CH2:21][CH2:22][OH:23])=[C:34]([F:40])[CH:35]=1, predict the reactants needed to synthesize it. The reactants are: C([O:5][C:6]([CH:8]1[CH:12]([C:13]2[CH:18]=[C:17]([Cl:19])[CH:16]=[CH:15][C:14]=2[O:20][CH2:21][CH2:22][O:23][Si](C(C)(C)C)(C)C)[C:11]([C:33]2[CH:38]=[CH:37][C:36]([Cl:39])=[CH:35][C:34]=2[F:40])([C:31]#[N:32])[CH:10]([CH2:41][C:42]([CH3:45])([CH3:44])[CH3:43])[NH:9]1)=[O:7])(C)(C)C.[F:46][C:47]([F:52])([F:51])[C:48]([OH:50])=[O:49]. (3) Given the product [OH:14][C:13]1[CH:21]=[C:9]([O:8][CH2:7][CH2:6][CH2:5][O:4][N+:2]([O-:22])=[O:3])[CH:10]=[CH:11][C:12]=1[C:17]([OH:18])=[O:16], predict the reactants needed to synthesize it. The reactants are: Cl.[N+:2]([O-:22])([O:4][CH2:5][CH2:6][CH2:7][O:8][C:9]1[CH:10]=[CH:11][C:12]2[C:17](=[O:18])[O:16]C(C)(C)[O:14][C:13]=2[CH:21]=1)=[O:3]. (4) Given the product [C:14]([O:11][C:3]1[CH:4]=[C:5]([N+:8]([O-:10])=[O:9])[CH:6]=[CH:7][C:2]=1[CH3:1])(=[O:16])[CH3:15], predict the reactants needed to synthesize it. The reactants are: [CH3:1][C:2]1[CH:7]=[CH:6][C:5]([N+:8]([O-:10])=[O:9])=[CH:4][C:3]=1[OH:11].[OH-].[Na+].[C:14](OC(=O)C)(=[O:16])[CH3:15]. (5) Given the product [CH:15]1([O:14][C:7]2[C:8]([O:12][CH3:13])=[CH:9][CH:10]=[C:11]3[C:6]=2[O:5][C:4](=[O:20])[CH:3]=[C:2]3[NH:21][CH2:22][C:23]([NH2:25])=[O:24])[CH2:19][CH2:18][CH2:17][CH2:16]1, predict the reactants needed to synthesize it. The reactants are: Cl[C:2]1[C:11]2[C:6](=[C:7]([O:14][CH:15]3[CH2:19][CH2:18][CH2:17][CH2:16]3)[C:8]([O:12][CH3:13])=[CH:9][CH:10]=2)[O:5][C:4](=[O:20])[CH:3]=1.[NH2:21][CH2:22][C:23]([NH2:25])=[O:24].Cl.C(N(CC)CC)C. (6) Given the product [Cl:19][CH2:18][CH:20]([OH:22])[CH2:21][NH:1][C@@H:2]([C:11]1[CH:12]=[CH:13][C:14]([Cl:17])=[CH:15][CH:16]=1)[C:3]1[CH:4]=[C:5]([CH:8]=[CH:9][CH:10]=1)[C:6]#[N:7], predict the reactants needed to synthesize it. The reactants are: [NH2:1][C@@H:2]([C:11]1[CH:16]=[CH:15][C:14]([Cl:17])=[CH:13][CH:12]=1)[C:3]1[CH:4]=[C:5]([CH:8]=[CH:9][CH:10]=1)[C:6]#[N:7].[CH2:18]([CH:20]1[O:22][CH2:21]1)[Cl:19].